From a dataset of Catalyst prediction with 721,799 reactions and 888 catalyst types from USPTO. Predict which catalyst facilitates the given reaction. Reactant: [NH2:1][C:2]1[C:3]2[N:11]=[C:10]([C:12]3[CH:13]=[C:14]([CH:18]=[CH:19][CH:20]=3)[C:15]([OH:17])=O)[CH:9]=[CH:8][C:4]=2[N:5]=[CH:6][N:7]=1.CN.C1COCC1.[CH3:28][N:29](C(ON1N=NC2C=CC=NC1=2)=[N+](C)C)C.F[P-](F)(F)(F)(F)F.CCN(C(C)C)C(C)C. Product: [NH2:1][C:2]1[C:3]2[N:11]=[C:10]([C:12]3[CH:13]=[C:14]([CH:18]=[CH:19][CH:20]=3)[C:15]([NH:29][CH3:28])=[O:17])[CH:9]=[CH:8][C:4]=2[N:5]=[CH:6][N:7]=1. The catalyst class is: 3.